From a dataset of Forward reaction prediction with 1.9M reactions from USPTO patents (1976-2016). Predict the product of the given reaction. (1) The product is: [C:1]1([C:7]2[O:11][N:10]=[C:9]([C:12]3[CH:13]=[CH:14][C:15]([C:16]([OH:18])=[O:17])=[CH:20][CH:21]=3)[CH:8]=2)[CH:2]=[CH:3][CH:4]=[CH:5][CH:6]=1. Given the reactants [C:1]1([C:7]2[O:11][N:10]=[C:9]([C:12]3[CH:21]=[CH:20][C:15]([C:16]([O:18]C)=[O:17])=[CH:14][CH:13]=3)[CH:8]=2)[CH:6]=[CH:5][CH:4]=[CH:3][CH:2]=1.Cl.C(O)(=O)C, predict the reaction product. (2) Given the reactants Cl.[CH:2]([C:4]1[CH:12]=[CH:11][CH:10]=[C:9]2[C:5]=1[CH2:6][N:7]([C:13]([O:15][C@@H:16]1[CH2:20][C@@H:19]([C:21]([O:23][CH3:24])=[O:22])[NH:18][CH2:17]1)=[O:14])[CH2:8]2)=[CH2:3].[CH3:25][C:26]([CH3:44])([CH2:40][CH2:41][CH:42]=[CH2:43])[CH2:27][O:28][C:29]([NH:31][C@H:32]([C:37](O)=[O:38])[C:33]([CH3:36])([CH3:35])[CH3:34])=[O:30].CCN(C(C)C)C(C)C.C(Cl)CCl.C1C=NC2N(O)N=NC=2C=1, predict the reaction product. The product is: [CH3:25][C:26]([CH3:44])([CH2:40][CH2:41][CH:42]=[CH2:43])[CH2:27][O:28][C:29]([NH:31][C@H:32]([C:37]([N:18]1[CH2:17][C@H:16]([O:15][C:13]([N:7]2[CH2:6][C:5]3[C:9](=[CH:10][CH:11]=[CH:12][C:4]=3[CH:2]=[CH2:3])[CH2:8]2)=[O:14])[CH2:20][C@H:19]1[C:21]([O:23][CH3:24])=[O:22])=[O:38])[C:33]([CH3:34])([CH3:35])[CH3:36])=[O:30]. (3) Given the reactants [F:1][C:2]1[CH:3]=[CH:4][C:5]([O:31]C)=[C:6]([C:8]([CH3:30])([CH3:29])[CH2:9][C:10]([C:25]([F:28])([F:27])[F:26])([OH:24])[CH2:11][NH:12][C:13]2[CH:22]=[CH:21][N:20]=[C:19]3[C:14]=2[CH:15]=[CH:16][C:17]([CH3:23])=[N:18]3)[CH:7]=1.B(Br)(Br)Br.C(Cl)Cl.CCCCCC.C(OCC)(=O)C, predict the reaction product. The product is: [F:1][C:2]1[CH:3]=[CH:4][C:5]([OH:31])=[C:6]([C:8]([CH3:29])([CH3:30])[CH2:9][C:10]([C:25]([F:26])([F:27])[F:28])([OH:24])[CH2:11][NH:12][C:13]2[CH:22]=[CH:21][N:20]=[C:19]3[C:14]=2[CH:15]=[CH:16][C:17]([CH3:23])=[N:18]3)[CH:7]=1. (4) The product is: [CH2:19]([N:26]1[C:30]2([CH2:31][CH2:32][N:33]([S:15]([C:12]3[CH:13]=[CH:14][C:9]([Cl:8])=[CH:10][CH:11]=3)(=[O:17])=[O:16])[CH2:34][CH2:35]2)[NH:29][CH:28]([CH2:36][C:37]2[CH:38]=[CH:39][CH:40]=[CH:41][CH:42]=2)[C:27]1=[O:43])[C:20]1[CH:25]=[CH:24][CH:23]=[CH:22][CH:21]=1. Given the reactants C(N(CC)CC)C.[Cl:8][C:9]1[CH:14]=[CH:13][C:12]([S:15](Cl)(=[O:17])=[O:16])=[CH:11][CH:10]=1.[CH2:19]([N:26]1[C:30]2([CH2:35][CH2:34][NH:33][CH2:32][CH2:31]2)[NH:29][CH:28]([CH2:36][C:37]2[CH:42]=[CH:41][CH:40]=[CH:39][CH:38]=2)[C:27]1=[O:43])[C:20]1[CH:25]=[CH:24][CH:23]=[CH:22][CH:21]=1.C(=O)([O-])[O-].[Na+].[Na+], predict the reaction product.